From a dataset of Forward reaction prediction with 1.9M reactions from USPTO patents (1976-2016). Predict the product of the given reaction. (1) Given the reactants [N:1]([C:4]1[CH:5]=[C:6]([S:15]([NH2:18])(=[O:17])=[O:16])[CH:7]=[CH:8][C:9]=1[O:10][C:11]([F:14])([F:13])[F:12])=[C:2]=[S:3].[CH3:19][N:20]1[C:28]2[C:23](=[C:24]([NH2:29])[CH:25]=[CH:26][CH:27]=2)[CH:22]=[CH:21]1.COC1C=CN=CC=1NC(NC1C2N=CN(C)C=2C=CC=1)=S, predict the reaction product. The product is: [CH3:19][N:20]1[C:28]2[C:23](=[C:24]([NH:29][C:2](=[S:3])[NH:1][C:4]3[CH:5]=[C:6]([S:15]([NH2:18])(=[O:17])=[O:16])[CH:7]=[CH:8][C:9]=3[O:10][C:11]([F:12])([F:14])[F:13])[CH:25]=[CH:26][CH:27]=2)[CH:22]=[CH:21]1. (2) Given the reactants [CH2:1]([O:3][C:4](=[O:18])[CH2:5][C:6]1[N:14]2[C:9]([CH:10]=[C:11]([C:15]#[N:16])[CH:12]=[CH:13]2)=[CH:8][C:7]=1[CH3:17])[CH3:2].[F:19][C:20]1[CH:21]=[C:22]2[C:27](=[CH:28][CH:29]=1)[N:26]=[C:25]([CH:30]=O)[CH:24]=[CH:23]2, predict the reaction product. The product is: [CH2:1]([O:3][C:4](=[O:18])[CH2:5][C:6]1[N:14]2[C:9]([CH:10]=[C:11]([C:15]#[N:16])[CH:12]=[CH:13]2)=[C:8]([CH2:30][C:25]2[CH:24]=[CH:23][C:22]3[C:27](=[CH:28][CH:29]=[C:20]([F:19])[CH:21]=3)[N:26]=2)[C:7]=1[CH3:17])[CH3:2]. (3) Given the reactants C(O)(C(F)(F)F)=O.[CH:8]([S:11]([C:14]1[CH:19]=[CH:18][C:17]([C:20]2[N:25]=[C:24]([C:26]3[O:30][N:29]=[C:28]([C:31]4[CH:36]=[CH:35][C:34]([CH2:37][N:38](C)[C:39](=O)OC(C)(C)C)=[CH:33][CH:32]=4)[CH:27]=3)[CH:23]=[N:22][CH:21]=2)=[CH:16][CH:15]=1)(=[O:13])=[O:12])([CH3:10])[CH3:9], predict the reaction product. The product is: [CH:8]([S:11]([C:14]1[CH:15]=[CH:16][C:17]([C:20]2[N:25]=[C:24]([C:26]3[O:30][N:29]=[C:28]([C:31]4[CH:32]=[CH:33][C:34]([CH2:37][NH:38][CH3:39])=[CH:35][CH:36]=4)[CH:27]=3)[CH:23]=[N:22][CH:21]=2)=[CH:18][CH:19]=1)(=[O:12])=[O:13])([CH3:10])[CH3:9]. (4) Given the reactants [CH2:1]([O:3][C:4](=[O:18])[C:5]1[CH:10]=[C:9]([C:11]([F:14])([F:13])[F:12])[C:8]([CH:15]=O)=[C:7]([Cl:17])[CH:6]=1)[CH3:2].[C:19]([O:23][C:24](=[O:31])[NH:25][C@@H:26]1[CH2:30][CH2:29][NH:28][CH2:27]1)([CH3:22])([CH3:21])[CH3:20], predict the reaction product. The product is: [CH2:1]([O:3][C:4](=[O:18])[C:5]1[CH:10]=[C:9]([C:11]([F:14])([F:13])[F:12])[C:8]([CH2:15][N:28]2[CH2:29][CH2:30][C@@H:26]([NH:25][C:24]([O:23][C:19]([CH3:22])([CH3:21])[CH3:20])=[O:31])[CH2:27]2)=[C:7]([Cl:17])[CH:6]=1)[CH3:2].